From a dataset of Catalyst prediction with 721,799 reactions and 888 catalyst types from USPTO. Predict which catalyst facilitates the given reaction. Reactant: [Cl:1][C:2]1[CH:7]=[C:6]([Cl:8])[N:5]=[C:4]([S:9]([CH3:12])(=O)=O)[N:3]=1.[F:13][C:14]([F:27])([F:26])[CH2:15][C:16]([NH:18][C:19]1[CH:24]=[CH:23]C(S)=[CH:21][CH:20]=1)=[O:17].C(N(CC)CC)C. Product: [Cl:1][C:2]1[CH:7]=[C:6]([Cl:8])[N:5]=[C:4]([S:9][C:12]2[CH:21]=[CH:20][C:19]([NH:18][C:16](=[O:17])[CH2:15][C:14]([F:27])([F:13])[F:26])=[CH:24][CH:23]=2)[N:3]=1. The catalyst class is: 10.